Dataset: NCI-60 drug combinations with 297,098 pairs across 59 cell lines. Task: Regression. Given two drug SMILES strings and cell line genomic features, predict the synergy score measuring deviation from expected non-interaction effect. Drug 1: C1CN(CCN1C(=O)CCBr)C(=O)CCBr. Cell line: MALME-3M. Drug 2: CC1C(C(CC(O1)OC2CC(CC3=C2C(=C4C(=C3O)C(=O)C5=CC=CC=C5C4=O)O)(C(=O)C)O)N)O. Synergy scores: CSS=45.3, Synergy_ZIP=-2.92, Synergy_Bliss=-1.57, Synergy_Loewe=-34.7, Synergy_HSA=-1.33.